Dataset: NCI-60 drug combinations with 297,098 pairs across 59 cell lines. Task: Regression. Given two drug SMILES strings and cell line genomic features, predict the synergy score measuring deviation from expected non-interaction effect. (1) Drug 1: C1CC(C1)(C(=O)O)C(=O)O.[NH2-].[NH2-].[Pt+2]. Drug 2: CC1C(C(CC(O1)OC2CC(CC3=C2C(=C4C(=C3O)C(=O)C5=C(C4=O)C(=CC=C5)OC)O)(C(=O)CO)O)N)O.Cl. Cell line: BT-549. Synergy scores: CSS=32.1, Synergy_ZIP=-4.95, Synergy_Bliss=-1.46, Synergy_Loewe=-16.4, Synergy_HSA=0.456. (2) Drug 1: C1CCC(C(C1)N)N.C(=O)(C(=O)[O-])[O-].[Pt+4]. Drug 2: CC1CCCC2(C(O2)CC(NC(=O)CC(C(C(=O)C(C1O)C)(C)C)O)C(=CC3=CSC(=N3)C)C)C. Cell line: HT29. Synergy scores: CSS=73.2, Synergy_ZIP=-0.878, Synergy_Bliss=-3.28, Synergy_Loewe=-4.09, Synergy_HSA=-0.272. (3) Drug 1: CC12CCC(CC1=CCC3C2CCC4(C3CC=C4C5=CN=CC=C5)C)O. Drug 2: CCC1=C2CN3C(=CC4=C(C3=O)COC(=O)C4(CC)O)C2=NC5=C1C=C(C=C5)O. Cell line: MOLT-4. Synergy scores: CSS=69.9, Synergy_ZIP=2.34, Synergy_Bliss=1.79, Synergy_Loewe=-26.0, Synergy_HSA=2.55. (4) Synergy scores: CSS=0.147, Synergy_ZIP=-0.118, Synergy_Bliss=-0.871, Synergy_Loewe=-0.981, Synergy_HSA=-2.13. Cell line: HOP-62. Drug 2: C#CCC(CC1=CN=C2C(=N1)C(=NC(=N2)N)N)C3=CC=C(C=C3)C(=O)NC(CCC(=O)O)C(=O)O. Drug 1: CCCS(=O)(=O)NC1=C(C(=C(C=C1)F)C(=O)C2=CNC3=C2C=C(C=N3)C4=CC=C(C=C4)Cl)F. (5) Synergy scores: CSS=-0.968, Synergy_ZIP=-9.22, Synergy_Bliss=-17.9, Synergy_Loewe=-39.5, Synergy_HSA=-17.9. Drug 1: C1CCC(C1)C(CC#N)N2C=C(C=N2)C3=C4C=CNC4=NC=N3. Cell line: NCI/ADR-RES. Drug 2: CC1=C(N=C(N=C1N)C(CC(=O)N)NCC(C(=O)N)N)C(=O)NC(C(C2=CN=CN2)OC3C(C(C(C(O3)CO)O)O)OC4C(C(C(C(O4)CO)O)OC(=O)N)O)C(=O)NC(C)C(C(C)C(=O)NC(C(C)O)C(=O)NCCC5=NC(=CS5)C6=NC(=CS6)C(=O)NCCC[S+](C)C)O. (6) Drug 1: CC1=C(C=C(C=C1)NC2=NC=CC(=N2)N(C)C3=CC4=NN(C(=C4C=C3)C)C)S(=O)(=O)N.Cl. Drug 2: C1=C(C(=O)NC(=O)N1)F. Cell line: ACHN. Synergy scores: CSS=51.5, Synergy_ZIP=1.49, Synergy_Bliss=3.79, Synergy_Loewe=5.56, Synergy_HSA=6.49. (7) Synergy scores: CSS=5.52, Synergy_ZIP=1.55, Synergy_Bliss=3.11, Synergy_Loewe=-0.566, Synergy_HSA=2.40. Drug 2: C1CCC(C1)C(CC#N)N2C=C(C=N2)C3=C4C=CNC4=NC=N3. Drug 1: CC(C1=C(C=CC(=C1Cl)F)Cl)OC2=C(N=CC(=C2)C3=CN(N=C3)C4CCNCC4)N. Cell line: NCI-H460. (8) Drug 1: C1=NC2=C(N=C(N=C2N1C3C(C(C(O3)CO)O)F)Cl)N. Drug 2: C1CN(CCN1C(=O)CCBr)C(=O)CCBr. Cell line: SW-620. Synergy scores: CSS=11.7, Synergy_ZIP=-5.30, Synergy_Bliss=-0.768, Synergy_Loewe=1.17, Synergy_HSA=-0.0811.